Dataset: Forward reaction prediction with 1.9M reactions from USPTO patents (1976-2016). Task: Predict the product of the given reaction. (1) Given the reactants [NH2:1][C:2]1[N:7]=[C:6]([C:8]2[CH:13]=[CH:12][CH:11]=[CH:10][CH:9]=2)[C:5]([C:14]2[CH:15]=[CH:16][C:17](=[O:23])[N:18]([CH:20]([CH3:22])[CH3:21])[N:19]=2)=[CH:4][CH:3]=1.[Br:24]N1C(=O)CCC1=O.C([O-])(O)=O.[Na+].CCOC(C)=O, predict the reaction product. The product is: [NH2:1][C:2]1[N:7]=[C:6]([C:8]2[CH:9]=[CH:10][CH:11]=[CH:12][CH:13]=2)[C:5]([C:14]2[CH:15]=[CH:16][C:17](=[O:23])[N:18]([CH:20]([CH3:21])[CH3:22])[N:19]=2)=[CH:4][C:3]=1[Br:24]. (2) Given the reactants [NH2:1][CH2:2][CH2:3][CH:4]([C:6]1[CH:11]=[C:10]([CH3:12])[CH:9]=[C:8]([Br:13])[CH:7]=1)[OH:5].[F:14][C:15]([F:22])([F:21])[C:16](OCC)=[O:17], predict the reaction product. The product is: [Br:13][C:8]1[CH:7]=[C:6]([CH:4]([OH:5])[CH2:3][CH2:2][NH:1][C:16](=[O:17])[C:15]([F:22])([F:21])[F:14])[CH:11]=[C:10]([CH3:12])[CH:9]=1. (3) Given the reactants [Br:1][C:2]1[CH:3]=[C:4]2[C:10]([C:11]([C:13]3[C:14]([CH3:23])=[C:15]([O:19]C(=O)C)[CH:16]=[CH:17][CH:18]=3)=[O:12])=[CH:9][NH:8][C:5]2=[N:6][CH:7]=1.O.C(=O)([O-])[O-].[K+].[K+], predict the reaction product. The product is: [Br:1][C:2]1[CH:3]=[C:4]2[C:10]([C:11]([C:13]3[CH:18]=[CH:17][CH:16]=[C:15]([OH:19])[C:14]=3[CH3:23])=[O:12])=[CH:9][NH:8][C:5]2=[N:6][CH:7]=1.